Dataset: Peptide-MHC class II binding affinity with 134,281 pairs from IEDB. Task: Regression. Given a peptide amino acid sequence and an MHC pseudo amino acid sequence, predict their binding affinity value. This is MHC class II binding data. The peptide sequence is VSSDQSALSEFIKFA. The MHC is DRB1_1301 with pseudo-sequence DRB1_1301. The binding affinity (normalized) is 0.219.